Dataset: Full USPTO retrosynthesis dataset with 1.9M reactions from patents (1976-2016). Task: Predict the reactants needed to synthesize the given product. (1) Given the product [F:21][C:22]([F:27])([F:26])[C:23]([O-:25])=[O:24].[CH2:12]([NH:11][C:10]([C@@H:8]([NH3+:7])[CH3:9])=[O:19])[C:13]1[CH:18]=[CH:17][CH:16]=[CH:15][CH:14]=1, predict the reactants needed to synthesize it. The reactants are: C(OC(=O)[NH:7][C@H:8]([C:10](=[O:19])[NH:11][CH2:12][C:13]1[CH:18]=[CH:17][CH:16]=[CH:15][CH:14]=1)[CH3:9])(C)(C)C.[F:21][C:22]([F:27])([F:26])[C:23]([OH:25])=[O:24]. (2) Given the product [CH3:31][C:28]1[CH:29]=[CH:30][C:25]([O:1][CH2:2][CH2:3][C:4]2[CH:5]=[CH:6][C:7]([CH2:8][N:9]3[CH2:14][CH2:13][N:12]([C:15]([O:17][C:18]([CH3:20])([CH3:19])[CH3:21])=[O:16])[CH2:11][CH2:10]3)=[CH:22][CH:23]=2)=[N:26][CH:27]=1, predict the reactants needed to synthesize it. The reactants are: [OH:1][CH2:2][CH2:3][C:4]1[CH:23]=[CH:22][C:7]([CH2:8][N:9]2[CH2:14][CH2:13][N:12]([C:15]([O:17][C:18]([CH3:21])([CH3:20])[CH3:19])=[O:16])[CH2:11][CH2:10]2)=[CH:6][CH:5]=1.O[C:25]1[CH:30]=[CH:29][C:28]([CH3:31])=[CH:27][N:26]=1.C(P(CCCC)CCCC)CCC.N(C(N1CCCCC1)=O)=NC(N1CCCCC1)=O. (3) Given the product [C:57]([O:56][C:55]([NH:54][C:49]1[CH:50]=[CH:51][CH:52]=[CH:53][C:48]=1[NH:47][C:10](=[O:12])[CH2:9][CH2:8][CH2:7][CH2:6][CH2:5][C:4]([O:3][CH2:1][CH3:2])=[O:13])=[O:61])([CH3:60])([CH3:58])[CH3:59], predict the reactants needed to synthesize it. The reactants are: [CH2:1]([O:3][C:4](=[O:13])[CH2:5][CH2:6][CH2:7][CH2:8][CH2:9][C:10]([OH:12])=O)[CH3:2].CN(C(ON1N=NC2C=CC=CC1=2)=[N+](C)C)C.F[P-](F)(F)(F)(F)F.CCN(C(C)C)C(C)C.[NH2:47][C:48]1[CH:53]=[CH:52][CH:51]=[CH:50][C:49]=1[NH:54][C:55](=[O:61])[O:56][C:57]([CH3:60])([CH3:59])[CH3:58]. (4) Given the product [CH2:18]([NH:21][C:22]([O:13][C:12]1[C:5]([C:1]([CH3:4])([CH3:3])[CH3:2])=[CH:6][C:7]([CH:8]=[O:9])=[CH:10][C:11]=1[C:14]([CH3:17])([CH3:16])[CH3:15])=[O:23])[CH2:19][CH3:20], predict the reactants needed to synthesize it. The reactants are: [C:1]([C:5]1[CH:6]=[C:7]([CH:10]=[C:11]([C:14]([CH3:17])([CH3:16])[CH3:15])[C:12]=1[OH:13])[CH:8]=[O:9])([CH3:4])([CH3:3])[CH3:2].[CH2:18]([N:21]=[C:22]=[O:23])[CH2:19][CH3:20]. (5) Given the product [CH:17]1([C:19]2[CH:20]=[CH:21][C:22]([C:23]([C:25]3[C:26]([F:37])=[CH:27][C:28]([C:29]([O:31][CH2:32][CH3:33])=[O:30])=[CH:34][C:35]=3[OH:36])=[O:24])=[CH:38][CH:39]=2)[CH2:1][CH2:18]1, predict the reactants needed to synthesize it. The reactants are: [C:1]1(C)C=CC=CC=1.C(=O)([O-])[O-].[K+].[K+].C(O)C.[CH2:17]([C:19]1[CH:39]=[CH:38][C:22]([C:23]([C:25]2[C:35]([OH:36])=[CH:34][C:28]([C:29]([O:31][CH2:32][CH3:33])=[O:30])=[CH:27][C:26]=2[F:37])=[O:24])=[CH:21][CH:20]=1)[CH3:18].